From a dataset of Forward reaction prediction with 1.9M reactions from USPTO patents (1976-2016). Predict the product of the given reaction. (1) Given the reactants C[O:2][C:3]([C:5]1[CH:14]=[C:13]([OH:15])[C:12]2[C:7](=[C:8]([O:27]CC3C=CC=CC=3)[CH:9]=[C:10]([C:16]#[C:17][CH2:18][O:19]CC3C=CC=CC=3)[CH:11]=2)[N:6]=1)=[O:4].C(OC(C1C=C(OCC2C=CC=CC=2)C2C(=C(OCC3C=CC=CC=3)C=C(C#CCOCC3C=CC=CC=3)C=2)N=1)=O)C1C=CC=CC=1, predict the reaction product. The product is: [OH:15][C:13]1[C:12]2[C:7](=[C:8]([OH:27])[CH:9]=[C:10]([CH2:16][CH2:17][CH2:18][OH:19])[CH:11]=2)[N:6]=[C:5]([C:3]([OH:4])=[O:2])[CH:14]=1. (2) Given the reactants [C:1]([O:5][C:6]([NH:8][C@@H:9]([CH:13]1[CH2:18][CH2:17][CH2:16][CH2:15][CH2:14]1)[C:10]([OH:12])=[O:11])=[O:7])([CH3:4])([CH3:3])[CH3:2].[CH3:19][Si](C=[N+]=[N-])(C)C, predict the reaction product. The product is: [CH3:19][O:11][C:10](=[O:12])[C@@H:9]([NH:8][C:6]([O:5][C:1]([CH3:4])([CH3:2])[CH3:3])=[O:7])[CH:13]1[CH2:18][CH2:17][CH2:16][CH2:15][CH2:14]1.